This data is from Forward reaction prediction with 1.9M reactions from USPTO patents (1976-2016). The task is: Predict the product of the given reaction. The product is: [Br:1][C:2]1[C:7]([CH3:8])=[CH:6][C:5]([O:9][CH2:17][C:18]([CH3:25])([CH3:23])[CH2:19][OH:20])=[CH:4][C:3]=1[CH3:10]. Given the reactants [Br:1][C:2]1[C:7]([CH3:8])=[CH:6][C:5]([OH:9])=[CH:4][C:3]=1[CH3:10].C([O-])([O-])=O.[Cs+].[Cs+].[CH3:17][C:18]1([CH3:25])[CH2:23]OS(=O)[O:20][CH2:19]1, predict the reaction product.